From a dataset of NCI-60 drug combinations with 297,098 pairs across 59 cell lines. Regression. Given two drug SMILES strings and cell line genomic features, predict the synergy score measuring deviation from expected non-interaction effect. Drug 1: CC1=C2C(C(=O)C3(C(CC4C(C3C(C(C2(C)C)(CC1OC(=O)C(C(C5=CC=CC=C5)NC(=O)OC(C)(C)C)O)O)OC(=O)C6=CC=CC=C6)(CO4)OC(=O)C)OC)C)OC. Drug 2: C1=CC(=CC=C1CCC2=CNC3=C2C(=O)NC(=N3)N)C(=O)NC(CCC(=O)O)C(=O)O. Cell line: SNB-75. Synergy scores: CSS=40.3, Synergy_ZIP=-2.85, Synergy_Bliss=-4.21, Synergy_Loewe=-3.73, Synergy_HSA=1.46.